Dataset: Full USPTO retrosynthesis dataset with 1.9M reactions from patents (1976-2016). Task: Predict the reactants needed to synthesize the given product. (1) Given the product [CH3:1][C:2]1[C:6]2[CH:7]=[C:8]([CH:11]=[C:17]3[S:13][C:14](=[O:19])[NH:15][C:16]3=[O:18])[CH:9]=[CH:10][C:5]=2[O:4][N:3]=1, predict the reactants needed to synthesize it. The reactants are: [CH3:1][C:2]1[C:6]2[CH:7]=[C:8]([CH:11]=O)[CH:9]=[CH:10][C:5]=2[O:4][N:3]=1.[S:13]1[CH2:17][C:16](=[O:18])[NH:15][C:14]1=[O:19]. (2) Given the product [Cl:1][CH2:2][C:3]([N:12]([C:13]1[CH:14]=[CH:15][CH:16]=[CH:17][CH:18]=1)[C:6]1[CH:11]=[CH:10][CH:9]=[CH:8][CH:7]=1)=[O:4], predict the reactants needed to synthesize it. The reactants are: [Cl:1][CH2:2][C:3](Cl)=[O:4].[C:6]1([NH:12][C:13]2[CH:18]=[CH:17][CH:16]=[CH:15][CH:14]=2)[CH:11]=[CH:10][CH:9]=[CH:8][CH:7]=1.